Dataset: Reaction yield outcomes from USPTO patents with 853,638 reactions. Task: Predict the reaction yield, written as a fraction of the theoretical maximum amount of product (1.0 means a 100% yield; for example, 0.34 means a 34% yield). (1) The reactants are [C:1]1([C:7]2[CH:12]=[C:11]([CH:13]3[CH2:18][C:17](=[O:19])[N:16]([CH3:20])[C:15](=[O:21])[CH2:14]3)[CH:10]=[CH:9][C:8]=2[NH:22][C:23]([C:25]2[N:26](COCC[Si](C)(C)C)[CH:27]=[C:28]([C:30]#[N:31])[N:29]=2)=[O:24])[CH2:6][CH2:5][CH2:4][CH2:3][CH:2]=1.CO.C(O)(C(F)(F)F)=O. The catalyst is C(Cl)Cl. The product is [C:1]1([C:7]2[CH:12]=[C:11]([CH:13]3[CH2:18][C:17](=[O:19])[N:16]([CH3:20])[C:15](=[O:21])[CH2:14]3)[CH:10]=[CH:9][C:8]=2[NH:22][C:23]([C:25]2[NH:26][CH:27]=[C:28]([C:30]#[N:31])[N:29]=2)=[O:24])[CH2:6][CH2:5][CH2:4][CH2:3][CH:2]=1. The yield is 0.0800. (2) The reactants are [NH2:1][C:2]1[CH:7]=[CH:6][CH:5]=[CH:4][CH:3]=1.[Cl:8][C:9]1[N:14]=[C:13](Cl)[C:12]([Cl:16])=[CH:11][N:10]=1.C(=O)([O-])[O-].[K+].[K+]. The catalyst is C(O)C. The product is [Cl:8][C:9]1[N:14]=[C:13]([NH:1][C:2]2[CH:7]=[CH:6][CH:5]=[CH:4][CH:3]=2)[C:12]([Cl:16])=[CH:11][N:10]=1. The yield is 0.700. (3) The reactants are Br[CH:2]([C:7]1[C:11]([C:12]2[CH:13]=[CH:14][C:15]3[O:20][CH2:19][CH2:18][CH2:17][C:16]=3[CH:21]=2)=[C:10]([CH3:22])[S:9][C:8]=1[CH3:23])[C:3]([O:5][CH3:6])=[O:4].C(=O)([O-])[O-].[Cs+].[Cs+].[CH3:30][C:31]([SH:34])([CH3:33])[CH3:32]. The catalyst is CN(C)C=O. The product is [C:31]([S:34][CH:2]([C:7]1[C:11]([C:12]2[CH:13]=[CH:14][C:15]3[O:20][CH2:19][CH2:18][CH2:17][C:16]=3[CH:21]=2)=[C:10]([CH3:22])[S:9][C:8]=1[CH3:23])[C:3]([O:5][CH3:6])=[O:4])([CH3:33])([CH3:32])[CH3:30]. The yield is 0.550. (4) The reactants are [N:1]1[C:10]2[C:5](=[CH:6][CH:7]=[CH:8][CH:9]=2)[CH:4]=[C:3]([C:11]2[C:17]3[CH:18]=[CH:19][CH:20]=[CH:21][C:16]=3[NH:15][CH2:14][CH2:13][N:12]=2)[CH:2]=1.[CH:22](I)([CH3:24])[CH3:23].C(=O)([O-])[O-].[K+].[K+].O. The catalyst is CN(C)C=O. The product is [CH:22]([N:15]1[C:16]2[CH:21]=[CH:20][CH:19]=[CH:18][C:17]=2[C:11]([C:3]2[CH:2]=[N:1][C:10]3[C:5]([CH:4]=2)=[CH:6][CH:7]=[CH:8][CH:9]=3)=[N:12][CH2:13][CH2:14]1)([CH3:24])[CH3:23]. The yield is 0.0870. (5) The reactants are [CH3:1][I:2].[F:3][C@@H:4]1[CH2:8][N:7]([C:9]([N:11]2[CH:15]=[CH:14][N:13]=[CH:12]2)=[O:10])[C@H:6]([C:16]#[N:17])[CH2:5]1. The catalyst is C(#N)C. The product is [I-:2].[C:16]([C@@H:6]1[CH2:5][C@H:4]([F:3])[CH2:8][N:7]1[C:9]([N:11]1[CH:15]=[CH:14][N+:13]([CH3:1])=[CH:12]1)=[O:10])#[N:17]. The yield is 0.990. (6) The reactants are C(S[C:4](=[O:20])[CH:5]([CH:11]1[CH2:19][CH2:18][C:13]2([O:17][CH2:16][CH2:15][O:14]2)[CH2:12]1)C(SCC)=O)C. The catalyst is C1C=CC=CC=1.[Ni]. The product is [O:14]1[C:13]2([CH2:18][CH2:19][CH:11]([CH2:5][CH2:4][OH:20])[CH2:12]2)[O:17][CH2:16][CH2:15]1. The yield is 0.450.